From a dataset of PAMPA (Parallel Artificial Membrane Permeability Assay) permeability data from NCATS. Regression/Classification. Given a drug SMILES string, predict its absorption, distribution, metabolism, or excretion properties. Task type varies by dataset: regression for continuous measurements (e.g., permeability, clearance, half-life) or binary classification for categorical outcomes (e.g., BBB penetration, CYP inhibition). Dataset: pampa_ncats. (1) The molecule is CCN(CCN(C)C)C(=O)C1CCN(CC1)S(=O)(=O)C2=C(ON=C2C)/C=C/C3=CC=CC=C3F. The result is 1 (high permeability). (2) The drug is CC1=C2C(=CC=C1)C(=CC(=N2)C3=CC=CS3)C(=O)O. The result is 1 (high permeability).